From a dataset of Catalyst prediction with 721,799 reactions and 888 catalyst types from USPTO. Predict which catalyst facilitates the given reaction. Reactant: C([O:8][C:9](=[O:27])[CH2:10][NH:11][CH:12]([C:20]([O:22][C:23]([CH3:26])([CH3:25])[CH3:24])=[O:21])[C:13]([O:15][C:16]([CH3:19])([CH3:18])[CH3:17])=[O:14])C1C=CC=CC=1. Product: [C:23]([O:22][C:20]([CH:12]([NH:11][CH2:10][C:9]([OH:27])=[O:8])[C:13]([O:15][C:16]([CH3:17])([CH3:18])[CH3:19])=[O:14])=[O:21])([CH3:24])([CH3:25])[CH3:26]. The catalyst class is: 45.